Dataset: Full USPTO retrosynthesis dataset with 1.9M reactions from patents (1976-2016). Task: Predict the reactants needed to synthesize the given product. (1) Given the product [ClH:50].[ClH:50].[O:15]1[C:24]2[CH:23]=[C:22]([CH2:25][NH:26][CH:34]3[CH2:39][CH2:38][N:37]([CH2:12][CH2:11][N:10]4[C:4]5[C:5](=[N:6][CH:7]=[C:2]([F:1])[CH:3]=5)[S:8][C:9]4=[O:14])[CH2:36][CH2:35]3)[N:21]=[CH:20][C:19]=2[O:18][CH2:17][CH2:16]1, predict the reactants needed to synthesize it. The reactants are: [F:1][C:2]1[CH:3]=[C:4]2[N:10]([CH2:11][CH:12]=O)[C:9](=[O:14])[S:8][C:5]2=[N:6][CH:7]=1.[O:15]1[C:24]2[CH:23]=[C:22]([CH2:25][N:26]([CH:34]3[CH2:39][CH2:38][NH:37][CH2:36][CH2:35]3)C(=O)OC(C)(C)C)[N:21]=[CH:20][C:19]=2[O:18][CH2:17][CH2:16]1.CO.FC(F)(F)C(O)=O.C(Cl)(Cl)[Cl:50]. (2) Given the product [Cl:1][C:2]1[C:3]([N:13]2[CH2:14][CH:15]([NH:28][C:30]([NH:50][S:47]([C:41]3[CH:46]=[CH:45][CH:44]=[CH:43][CH:42]=3)(=[O:49])=[O:48])=[O:40])[CH2:16]2)=[N:4][CH:5]=[C:6]([CH:7]=1)[C:8]([O:10][CH2:11][CH3:12])=[O:9], predict the reactants needed to synthesize it. The reactants are: [Cl:1][C:2]1[C:3]([N:13]2[CH2:16][CH:15](C(O)=O)[CH2:14]2)=[N:4][CH:5]=[C:6]([C:8]([O:10][CH2:11][CH3:12])=[O:9])[CH:7]=1.CCN=C=NCCC[N:28]([CH3:30])C.C1C=CC2N([OH:40])N=NC=2C=1.[C:41]1([S:47]([NH2:50])(=[O:49])=[O:48])[CH:46]=[CH:45][CH:44]=[CH:43][CH:42]=1.CCN(C(C)C)C(C)C. (3) Given the product [Cl:1][C:2]1[CH:7]=[C:6]([NH2:8])[CH:5]=[CH:4][C:3]=1[NH:11][C:12]1[CH:17]=[CH:16][N:15]=[C:14]2[NH:18][CH:19]=[CH:20][C:13]=12, predict the reactants needed to synthesize it. The reactants are: [Cl:1][C:2]1[CH:7]=[C:6]([N+:8]([O-])=O)[CH:5]=[CH:4][C:3]=1[NH:11][C:12]1[C:13]2[CH:20]=[CH:19][NH:18][C:14]=2[N:15]=[CH:16][CH:17]=1. (4) Given the product [CH3:15][O:14][CH2:13][C:11]1[N:10]=[C:9]([S:16][CH3:17])[N:8]=[C:7]([NH2:23])[CH:12]=1, predict the reactants needed to synthesize it. The reactants are: FC(F)(F)S(O[C:7]1[CH:12]=[C:11]([CH2:13][O:14][CH3:15])[N:10]=[C:9]([S:16][CH3:17])[N:8]=1)(=O)=O.C([N:23](CC)C(C)C)(C)C.CC(N)(C)CC(C)(C)C.FC(F)(F)C(O)=O. (5) Given the product [NH3:1].[N:1]1[C:10]2[C:5](=[CH:6][CH:7]=[CH:8][CH:9]=2)[CH:4]=[CH:3][C:2]=1[N:11]1[CH2:16][C@@H:15]2[CH2:17][C@H:12]1[CH2:13][N:14]2[CH3:18], predict the reactants needed to synthesize it. The reactants are: [N:1]1[C:10]2[C:5](=[CH:6][CH:7]=[CH:8][CH:9]=2)[CH:4]=[CH:3][C:2]=1[N:11]1[CH2:16][C@@H:15]2[CH2:17][C@H:12]1[CH2:13][NH:14]2.[CH2:18]=O. (6) The reactants are: [OH:1][C:2]1[CH:9]=[CH:8][C:5]([CH:6]=O)=[CH:4][CH:3]=1.[CH3:10][N+:11]([O-:13])=[O:12]. Given the product [OH:1][C:2]1[CH:9]=[CH:8][C:5](/[CH:6]=[CH:10]/[N+:11]([O-:13])=[O:12])=[CH:4][CH:3]=1, predict the reactants needed to synthesize it. (7) Given the product [NH2:25][S:22]([C:6]1[CH:10]=[CH:11][C:3]([C:2](=[N:12][OH:13])[NH2:1])=[CH:4][CH:5]=1)(=[O:24])=[O:23], predict the reactants needed to synthesize it. The reactants are: [NH2:1][C:2](=[N:12][OH:13])[C:3]1[CH:11]=[CH:10][C:6](C(N)=O)=[CH:5][CH:4]=1.C(C1C=CC([S:22]([NH2:25])(=[O:24])=[O:23])=CC=1)#N. (8) The reactants are: [CH3:1][C:2]1([C:5]([OH:7])=O)[CH2:4][CH2:3]1.[CH:8]1([C:11]2[C:12]([O:21][CH2:22][C:23]([F:26])([F:25])[F:24])=[CH:13][C:14]([C:17](=[N:19]O)[NH2:18])=[N:15][CH:16]=2)[CH2:10][CH2:9]1. Given the product [CH:8]1([C:11]2[C:12]([O:21][CH2:22][C:23]([F:26])([F:24])[F:25])=[CH:13][C:14]([C:17]3[N:19]=[C:5]([C:2]4([CH3:1])[CH2:4][CH2:3]4)[O:7][N:18]=3)=[N:15][CH:16]=2)[CH2:10][CH2:9]1, predict the reactants needed to synthesize it. (9) Given the product [Cl:32][C:6]1[C:7]2[C:8](=[O:9])[N:10]([C:14]3[CH:15]=[CH:16][C:17]([N:20]4[CH:24]=[CH:23][N:22]([CH2:25][C:26]([O:28][CH2:29][CH3:30])=[O:27])[C:21]4=[O:31])=[CH:18][CH:19]=3)[CH2:11][CH2:12][O:13][C:2]=2[N:3]=[CH:4][N:5]=1, predict the reactants needed to synthesize it. The reactants are: Cl[C:2]1[C:7]([C:8]([N:10]([C:14]2[CH:19]=[CH:18][C:17]([N:20]3[CH:24]=[CH:23][N:22]([CH2:25][C:26]([O:28][CH2:29][CH3:30])=[O:27])[C:21]3=[O:31])=[CH:16][CH:15]=2)[CH2:11][CH2:12][OH:13])=[O:9])=[C:6]([Cl:32])[N:5]=[CH:4][N:3]=1.